This data is from Experimentally validated miRNA-target interactions with 360,000+ pairs, plus equal number of negative samples. The task is: Binary Classification. Given a miRNA mature sequence and a target amino acid sequence, predict their likelihood of interaction. (1) The miRNA is mmu-miR-676-5p with sequence ACUCUACAACCUUAGGACUUGC. The protein sequence of the target gene is MDGAVMEGPLFLQSQRFGTKRWRKTWAVLYPASPHGVARLEFFDHKGSSSRGGRGGSRRLDCKMIRLAECVSVVPVTVESPPEPGAVAFRLDTAQRSHLLAADAVSSTAWVQTLCRTAFPKGGWALAQTENQPKFSALEMLENSLYSPTWEGSQFWVTSQKTEASERCGLQGSYILRVEAEKLTLLTLGAQSQILEPLLFWPYTLLRRYGRDKVMFSFEAGRRCPSGPGTFTFQTSQGNDIFQAVEAAIQQQKAQGKVGQAQDILRTDSHDGETEGKTVPPPVPQDPLGSPPALYAEPLD.... Result: 0 (no interaction). (2) The miRNA is hsa-miR-603 with sequence CACACACUGCAAUUACUUUUGC. The protein sequence of the target gene is MGRRKSKRKPPPKKKMTGTLETQFTCPFCNHEKSCDVKMDRARNTGVISCTVCLEEFQTPITYLSEPVDVYSDWIDACEAANQ. Result: 1 (interaction). (3) The miRNA is hsa-miR-2116-5p with sequence GGUUCUUAGCAUAGGAGGUCU. The protein sequence of the target gene is MSQVLFHQLVPLQVKCKDCEERRVSIRMSIELQSVSNPVHRKDLVIRLTDDTDPFFLYNLVISEEDFQSLKFQQGLLVDFLAFPQKFIDLLQQCTQEHAKEIPRFLLQLVSPAAILDNSPAFLNVVETNPFKHLTHLSLKLLPGNDVEIKKFLAGCLKCSKEEKLSLMQSLDDATKQLDFTRKTLAEKKQELDKLRNEWASHTAALTNKHSQELTNEKEKALQAQVQYQQQHEQQKKDLEILHQQNIHQLQNRLSELEAANKDLTERKYKGDSTIRELKAKLSGVEEELQRTKQEVLSLR.... Result: 0 (no interaction). (4) The miRNA is hsa-miR-628-5p with sequence AUGCUGACAUAUUUACUAGAGG. The protein sequence of the target gene is MEGLKDKTLQELEEMQNDPEAIARLALESPEVQDLQLEREMALATNRSLAEQNLEFQGPLEISRSNLSDKYQELRKLVERCQEQKAKLEKFSSALQPGTLLDLLQIEGMKIEEESEAMAEKFLEGEVPLETFLESFSSMRTLLHLRRVRVEKLQDVVRRPRALPELAGDVPPKRPPPPRPVPQATPPETEEQPPQPSVVTPYPLPYSPSPGLPVGPTAQGALQPAPFPVVAQPSSYGGPLGPYPSPHPGPRAMVGYSWSPQRSGPPQPGYPTAPTSTSGPGYPLVGGRTPGPGYPQQSPY.... Result: 0 (no interaction). (5) The miRNA is cel-miR-359 with sequence UCACUGGUCUUUCUCUGACGAA. The protein sequence of the target gene is MKEACSSSSHVPVSDSKYILKSELLSLLKTYNCYHEGRSFQLRHREEEGTLIIEGLLNIAWGLRRPIRLQMQDDRERVHLPSATWVPERLSYLQKEASPQDSKVPTEEPGTQPANKAEVSGDSSGALEGEEEEVPQLMRTKSDASCIIQRRSKSRAPSEAQKIRRHRFSINGHFYNHKTSVFTPAYGSVTNVRVNSTMTTQQVLTLLLNKFRVEDGPSEFALYTVHESGEQTKLKDCEYPLISRILHGPCEKIVKIFLMEADLSEEVPHDVAQYIKFEMPVLDSFVEKLKEEEEREIIKL.... Result: 0 (no interaction). (6) The miRNA is hsa-miR-34c-3p with sequence AAUCACUAACCACACGGCCAGG. The protein sequence of the target gene is MGSCCSCLNRDSVPDNHPTKFKVTNVDDEGVELGSGVMELTQSELVLHLHRREAVRWPYLCLRRYGYDSNLFSFESGRRCQTGQGIFAFKCSRAEEIFNLLQDLMQCNSINVMEEPVIITRNSHPAELDLPRAPQPPNALGYTVSSFSNGCPGEGPRFSAPRRLSTSSLRHPSLGEESTHALIAPDEQSHTYVNTPASEDDHRRGRHCLQPLPEGQAPFLPQARGPDQRDPQVFLQPGQVKFVLGPTPARRHMVKCQGLCPSLHDPPHHNNNNEAPSECPAQPKCTYENVTGGLWRGAGW.... Result: 0 (no interaction).